The task is: Predict the reaction yield, written as a fraction of the theoretical maximum amount of product (1.0 means a 100% yield; for example, 0.34 means a 34% yield).. This data is from Reaction yield outcomes from USPTO patents with 853,638 reactions. (1) The reactants are [OH-:1].[Na+].C(O[C:6]([C:8]1[CH:12]=[C:11]([C:13]2[CH:18]=[C:17]([O:19][CH3:20])[CH:16]=[CH:15][N:14]=2)[N:10]([C:21]2[N:22]=[N:23][C:24](Cl)=[CH:25][CH:26]=2)[N:9]=1)=[O:7])C.[O:28]1[CH2:32]CCC1. The catalyst is CO. The product is [CH3:32][O:28][C:24]1[N:23]=[N:22][C:21]([N:10]2[C:11]([C:13]3[CH:18]=[C:17]([O:19][CH3:20])[CH:16]=[CH:15][N:14]=3)=[CH:12][C:8]([C:6]([OH:7])=[O:1])=[N:9]2)=[CH:26][CH:25]=1. The yield is 0.340. (2) The reactants are [CH3:1][C:2]1[C:11]2[C:6](=[CH:7][CH:8]=[CH:9][CH:10]=2)[CH:5]=[C:4]([C:12]([OH:14])=O)[N:3]=1.[NH:15]1[CH:19]=[CH:18][N:17]=[C:16]1[NH:20][C:21]([C:23]1[C:31]2[NH:30][C:29]([NH2:32])=[N:28][C:27]=2[CH:26]=[CH:25][CH:24]=1)=[O:22].CN(C(ON1N=NC2C=CC=CC1=2)=[N+](C)C)C.F[P-](F)(F)(F)(F)F.CCN(C(C)C)C(C)C. The catalyst is CN(C=O)C. The product is [NH:17]1[CH:18]=[CH:19][N:15]=[C:16]1[NH:20][C:21]([C:23]1[C:31]2[N:30]=[C:29]([NH:32][C:12]([C:4]3[N:3]=[C:2]([CH3:1])[C:11]4[C:6]([CH:5]=3)=[CH:7][CH:8]=[CH:9][CH:10]=4)=[O:14])[NH:28][C:27]=2[CH:26]=[CH:25][CH:24]=1)=[O:22]. The yield is 0.150. (3) The reactants are [NH2:1][C:2]1[CH:11]=[C:10]2[C:5]([CH2:6][CH2:7][CH:8]([N:12]([CH2:24][CH2:25][CH2:26][N:27]3[CH2:32][CH2:31][N:30]([CH3:33])[CH2:29][CH2:28]3)[C:13]([NH:15][C:16]3[CH:21]=[CH:20][C:19]([F:22])=[C:18]([Cl:23])[CH:17]=3)=[O:14])[CH2:9]2)=[CH:4][CH:3]=1.[CH2:34]([N:36]=[C:37]=[O:38])[CH3:35]. The catalyst is C(Cl)Cl. The product is [Cl:23][C:18]1[CH:17]=[C:16]([NH:15][C:13](=[O:14])[N:12]([CH:8]2[CH2:9][C:10]3[CH:11]=[C:2]([NH:1][C:37]([NH:36][CH2:34][CH3:35])=[O:38])[CH:3]=[CH:4][C:5]=3[CH2:6][CH2:7]2)[CH2:24][CH2:25][CH2:26][N:27]2[CH2:28][CH2:29][N:30]([CH3:33])[CH2:31][CH2:32]2)[CH:21]=[CH:20][C:19]=1[F:22]. The yield is 0.920. (4) The reactants are [Cl:1][C:2]1[CH:3]=[CH:4][C:5]([NH:8][C:9](=[O:17])[C:10]2[CH:15]=[CH:14][CH:13]=[CH:12][C:11]=2[NH2:16])=[N:6][CH:7]=1.[C:18]1([C:27]2[CH:32]=[CH:31][CH:30]=[CH:29][CH:28]=2)[CH:23]=[CH:22][C:21]([C:24](Cl)=[O:25])=[CH:20][CH:19]=1. The catalyst is ClCCl.N1C=CC=CC=1. The product is [Cl:1][C:2]1[CH:3]=[CH:4][C:5]([NH:8][C:9](=[O:17])[C:10]2[CH:15]=[CH:14][CH:13]=[CH:12][C:11]=2[NH:16][C:24](=[O:25])[C:21]2[CH:22]=[CH:23][C:18]([C:27]3[CH:32]=[CH:31][CH:30]=[CH:29][CH:28]=3)=[CH:19][CH:20]=2)=[N:6][CH:7]=1. The yield is 0.940. (5) The reactants are [S:1](=[O:26])(=[O:25])([O:3][CH2:4][C@@H:5]1[C@@H:12]2[C@@H:8]([O:9][C:10]([CH3:14])([CH3:13])[O:11]2)[C@H:7]([N:15]2[CH:23]=[N:22][C:21]3[C:16]2=[N:17][CH:18]=[N:19][C:20]=3[Cl:24])[O:6]1)[NH2:2].CCN(C(C)C)C(C)C.[C:36](Cl)([C:49]1[CH:54]=[CH:53][CH:52]=[CH:51][CH:50]=1)([C:43]1[CH:48]=[CH:47][CH:46]=[CH:45][CH:44]=1)[C:37]1[CH:42]=[CH:41][CH:40]=[CH:39][CH:38]=1. The catalyst is C(Cl)Cl. The product is [C:36]([NH:2][S:1](=[O:26])(=[O:25])[O:3][CH2:4][C@@H:5]1[C@@H:12]2[C@@H:8]([O:9][C:10]([CH3:13])([CH3:14])[O:11]2)[C@H:7]([N:15]2[CH:23]=[N:22][C:21]3[C:16]2=[N:17][CH:18]=[N:19][C:20]=3[Cl:24])[O:6]1)([C:37]1[CH:42]=[CH:41][CH:40]=[CH:39][CH:38]=1)([C:49]1[CH:50]=[CH:51][CH:52]=[CH:53][CH:54]=1)[C:43]1[CH:44]=[CH:45][CH:46]=[CH:47][CH:48]=1. The yield is 0.820. (6) The reactants are C[O:2][C:3]([C:5]1[C:6]2[CH2:7][C:8]([CH3:29])([CH3:28])[CH:9]([C:16]3[CH:21]=[CH:20][CH:19]=[C:18]([N:22]4[CH2:27][CH2:26][O:25][CH2:24][CH2:23]4)[CH:17]=3)[NH:10][C:11]=2[C:12]([F:15])=[CH:13][CH:14]=1)=[O:4].[OH-].[Na+].Cl. The catalyst is CO.O1CCCC1.O. The product is [F:15][C:12]1[C:11]2[NH:10][CH:9]([C:16]3[CH:21]=[CH:20][CH:19]=[C:18]([N:22]4[CH2:23][CH2:24][O:25][CH2:26][CH2:27]4)[CH:17]=3)[C:8]([CH3:29])([CH3:28])[CH2:7][C:6]=2[C:5]([C:3]([OH:4])=[O:2])=[CH:14][CH:13]=1. The yield is 0.900. (7) The reactants are Cl[C:2]1[C:3]([C:16]2[CH:21]=[CH:20][CH:19]=[CH:18][CH:17]=2)=[N:4][C:5]2[C:10]([N:11]=1)=[CH:9][C:8]([C:12]([O:14][CH3:15])=[O:13])=[CH:7][CH:6]=2.[C:22]([C:24]1[CH:29]=[CH:28][C:27](B(O)O)=[CH:26][CH:25]=1)#[N:23]. No catalyst specified. The product is [C:22]([C:24]1[CH:29]=[CH:28][C:27]([C:2]2[C:3]([C:16]3[CH:21]=[CH:20][CH:19]=[CH:18][CH:17]=3)=[N:4][C:5]3[C:10]([N:11]=2)=[CH:9][C:8]([C:12]([O:14][CH3:15])=[O:13])=[CH:7][CH:6]=3)=[CH:26][CH:25]=1)#[N:23]. The yield is 0.730.